This data is from Retrosynthesis with 50K atom-mapped reactions and 10 reaction types from USPTO. The task is: Predict the reactants needed to synthesize the given product. (1) Given the product CC1(C)Oc2ccc(C(=O)C3CC3)cc2S1, predict the reactants needed to synthesize it. The reactants are: CC1(C)Oc2ccccc2S1.O=C(Cl)C1CC1. (2) Given the product Cc1cc(C)n(-c2ccc(C(F)(F)F)cc2)n1, predict the reactants needed to synthesize it. The reactants are: CC(=O)CC(C)=O.NNc1ccc(C(F)(F)F)cc1.